Predict the reaction yield, written as a fraction of the theoretical maximum amount of product (1.0 means a 100% yield; for example, 0.34 means a 34% yield). From a dataset of Reaction yield outcomes from USPTO patents with 853,638 reactions. (1) The reactants are [Cl:1][C:2]1[CH:3]=[C:4]([C@@H:12]([CH2:16][CH:17]2[CH2:22][CH2:21][C:20](=[O:23])[CH2:19][CH2:18]2)[C:13](O)=[O:14])[CH:5]=[CH:6][C:7]=1[S:8]([CH3:11])(=[O:10])=[O:9].C1(P(C2C=CC=CC=2)C2C=CC=CC=2)C=CC=CC=1.BrN1C(=O)CCC1=O.[NH2:51][C:52]1[CH:57]=[N:56][C:55]([CH3:58])=[CH:54][N:53]=1.N1C(C)=CC=CC=1C. The catalyst is C(Cl)Cl. The product is [Cl:1][C:2]1[CH:3]=[C:4]([C@@H:12]([CH2:16][CH:17]2[CH2:18][CH2:19][C:20](=[O:23])[CH2:21][CH2:22]2)[C:13]([NH:51][C:52]2[CH:57]=[N:56][C:55]([CH3:58])=[CH:54][N:53]=2)=[O:14])[CH:5]=[CH:6][C:7]=1[S:8]([CH3:11])(=[O:10])=[O:9]. The yield is 0.480. (2) The reactants are [C:1]([CH2:5][C:6](Cl)=[O:7])([CH3:4])([CH3:3])[CH3:2].[Cl-].[Cl-].[Cl-].[Al+3].[C:13]1([CH3:19])[CH:18]=[CH:17][CH:16]=[CH:15][CH:14]=1. No catalyst specified. The product is [CH3:2][C:1]([CH3:4])([CH3:3])[CH2:5][C:6]([C:16]1[CH:17]=[CH:18][C:13]([CH3:19])=[CH:14][CH:15]=1)=[O:7]. The yield is 1.00.